Dataset: Catalyst prediction with 721,799 reactions and 888 catalyst types from USPTO. Task: Predict which catalyst facilitates the given reaction. (1) The catalyst class is: 5. Product: [Br:14][C:4]1[CH:3]=[C:2]([Cl:1])[N:7]=[N:6][C:5]=1[NH2:8]. Reactant: [Cl:1][C:2]1[N:7]=[N:6][C:5]([NH2:8])=[CH:4][CH:3]=1.C(=O)(O)[O-].[Na+].[Br:14]Br. (2) Reactant: [Br:1][C:2]1[CH:3]=[C:4]([C:8]([CH3:37])([CH3:36])[CH2:9][C@:10]([OH:35])([C:31]([F:34])([F:33])[F:32])[CH2:11][C:12]#[C:13][C:14]2[C:19]([NH:20]C(=O)C(F)(F)F)=[CH:18][CH:17]=[C:16]([S:27]([CH3:30])(=[O:29])=[O:28])[N:15]=2)[CH:5]=[CH:6][CH:7]=1.CN(C)C(=N)N(C)C. Product: [Br:1][C:2]1[CH:3]=[C:4]([C:8]([CH3:37])([CH3:36])[CH2:9][C@:10]([CH2:11][C:12]2[NH:20][C:19]3[C:14](=[N:15][C:16]([S:27]([CH3:30])(=[O:29])=[O:28])=[CH:17][CH:18]=3)[CH:13]=2)([OH:35])[C:31]([F:34])([F:33])[F:32])[CH:5]=[CH:6][CH:7]=1. The catalyst class is: 148. (3) Reactant: [CH:1]1([CH2:4][N:5]([S:25]([C:28]2[CH:33]=[CH:32][CH:31]=[CH:30][N:29]=2)(=[O:27])=[O:26])[C:6]2[CH:7]=[C:8]([O:20][CH2:21][CH2:22][O:23][CH3:24])[CH:9]=[C:10]3[C:14]=2[NH:13][C:12]([C:15]([O:17]CC)=[O:16])=[CH:11]3)[CH2:3][CH2:2]1.C(O)C.[OH-].[Na+]. Product: [CH:1]1([CH2:4][N:5]([S:25]([C:28]2[CH:33]=[CH:32][CH:31]=[CH:30][N:29]=2)(=[O:27])=[O:26])[C:6]2[CH:7]=[C:8]([O:20][CH2:21][CH2:22][O:23][CH3:24])[CH:9]=[C:10]3[C:14]=2[NH:13][C:12]([C:15]([OH:17])=[O:16])=[CH:11]3)[CH2:3][CH2:2]1. The catalyst class is: 7. (4) Reactant: [F:1][C:2]1[C:7]([C:8]2[CH:9]=[C:10]([CH2:24][N:25](C)[C:26](=O)OC(C)(C)C)[S:11][C:12]=2[S:13]([C:16]2[CH:21]=[CH:20][CH:19]=[C:18]([O:22][CH3:23])[CH:17]=2)(=[O:15])=[O:14])=[CH:6][CH:5]=[CH:4][N:3]=1.C(OCC)(=O)C.[ClH:40]. Product: [ClH:40].[F:1][C:2]1[C:7]([C:8]2[CH:9]=[C:10]([CH2:24][NH:25][CH3:26])[S:11][C:12]=2[S:13]([C:16]2[CH:21]=[CH:20][CH:19]=[C:18]([O:22][CH3:23])[CH:17]=2)(=[O:14])=[O:15])=[CH:6][CH:5]=[CH:4][N:3]=1. The catalyst class is: 8.